From a dataset of Reaction yield outcomes from USPTO patents with 853,638 reactions. Predict the reaction yield, written as a fraction of the theoretical maximum amount of product (1.0 means a 100% yield; for example, 0.34 means a 34% yield). (1) The reactants are [C:1]([C:5]1[CH:10]=[CH:9][C:8]([S:11]([NH:14][C:15]2[CH:23]=[CH:22][C:21]([Cl:24])=[CH:20][C:16]=2[C:17](Cl)=[O:18])(=[O:13])=[O:12])=[CH:7][CH:6]=1)([CH3:4])([CH3:3])[CH3:2].O.[NH2:26][NH2:27].NN. The catalyst is ClCCl. The product is [C:1]([C:5]1[CH:10]=[CH:9][C:8]([S:11]([NH:14][C:15]2[CH:23]=[CH:22][C:21]([Cl:24])=[CH:20][C:16]=2[C:17]([NH:26][NH2:27])=[O:18])(=[O:13])=[O:12])=[CH:7][CH:6]=1)([CH3:4])([CH3:3])[CH3:2]. The yield is 0.850. (2) The reactants are [N:1]1[CH:6]=[CH:5][CH:4]=[C:3]([CH2:7][NH:8][C:9]([C:11]2[N:20]3[C:14]([CH2:15][N:16]([C:25]([C:27]4[CH:32]=[CH:31][C:30]([C:33]5[CH:38]=[CH:37][CH:36]=[CH:35][C:34]=5[CH2:39][C:40]([OH:42])=O)=[CH:29][CH:28]=4)=[O:26])[C:17]4[CH:24]=[CH:23][CH:22]=[CH:21][C:18]=4[CH2:19]3)=[CH:13][CH:12]=2)=[O:10])[CH:2]=1.CNC.[CH2:46]([NH2:48])[CH3:47]. No catalyst specified. The product is [CH2:46]([NH:48][C:40](=[O:42])[CH2:39][C:34]1[CH:35]=[CH:36][CH:37]=[CH:38][C:33]=1[C:30]1[CH:29]=[CH:28][C:27]([C:25]([N:16]2[C:17]3[CH:24]=[CH:23][CH:22]=[CH:21][C:18]=3[CH2:19][N:20]3[C:11]([C:9]([NH:8][CH2:7][C:3]4[CH:2]=[N:1][CH:6]=[CH:5][CH:4]=4)=[O:10])=[CH:12][CH:13]=[C:14]3[CH2:15]2)=[O:26])=[CH:32][CH:31]=1)[CH3:47]. The yield is 0.610. (3) The reactants are [Cl:1][C:2]1[C:9](I)=[C:8]([F:11])[CH:7]=[CH:6][C:3]=1[C:4]#[N:5].[C:12]([Si:14]([CH3:17])([CH3:16])[CH3:15])#[CH:13].[NH4+].[Cl-]. The catalyst is Cl[Pd](Cl)([P](C1C=CC=CC=1)(C1C=CC=CC=1)C1C=CC=CC=1)[P](C1C=CC=CC=1)(C1C=CC=CC=1)C1C=CC=CC=1.[Cu]I.C1COCC1. The product is [Cl:1][C:2]1[C:9]([C:13]#[C:12][Si:14]([CH3:17])([CH3:16])[CH3:15])=[C:8]([F:11])[CH:7]=[CH:6][C:3]=1[C:4]#[N:5]. The yield is 0.910. (4) The yield is 0.300. The product is [Cl:16][C:17]1[CH:18]=[CH:19][C:20]([N:23]2[C:31]3[CH2:30][CH2:29][CH2:28][N:27]([C:8](=[O:10])[CH:7]([N:6]4[C:2]([CH3:1])=[N:3][C:4]([C:12]([F:15])([F:14])[F:13])=[N:5]4)[CH3:11])[C:26]=3[CH:25]=[N:24]2)=[CH:21][CH:22]=1. The reactants are [CH3:1][C:2]1[N:6]([CH:7]([CH3:11])[C:8]([OH:10])=O)[N:5]=[C:4]([C:12]([F:15])([F:14])[F:13])[N:3]=1.[Cl:16][C:17]1[CH:22]=[CH:21][C:20]([N:23]2[C:31]3[CH2:30][CH2:29][CH2:28][NH:27][C:26]=3[CH:25]=[N:24]2)=[CH:19][CH:18]=1.CCN(C(C)C)C(C)C. The catalyst is CN(C=O)C. (5) The reactants are N[C:2]1[CH:10]=[N:9][CH:8]=[CH:7][C:3]=1[C:4]([OH:6])=[O:5].S(=O)(=O)(O)[OH:12].N([O-])=O.[Na+].N. The catalyst is O.C(O)(=O)C. The product is [OH:12][C:2]1[CH:10]=[N:9][CH:8]=[CH:7][C:3]=1[C:4]([OH:6])=[O:5]. The yield is 0.880. (6) The reactants are [CH2:1]=P(C1C=CC=CC=1)(C1C=CC=CC=1)C1C=CC=CC=1.C([Li])CCC.[Br:26][C:27]1[CH:28]=[C:29]2[C:34](=[C:35]([CH:37]=O)[CH:36]=1)[O:33][C:32]([CH3:40])([CH3:39])[CH2:31][C:30]2([CH3:42])[CH3:41]. The catalyst is [Br-].C[P+](C1C=CC=CC=1)(C1C=CC=CC=1)C1C=CC=CC=1.CCCCCC. The product is [Br:26][C:27]1[CH:28]=[C:29]2[C:34](=[C:35]([CH:37]=[CH2:1])[CH:36]=1)[O:33][C:32]([CH3:40])([CH3:39])[CH2:31][C:30]2([CH3:42])[CH3:41]. The yield is 0.720. (7) The reactants are [Br:1][C:2]1[CH:7]=[CH:6][C:5]([OH:8])=[CH:4][C:3]=1[F:9].C1(P(C2C=CC=CC=2)C2C=CC=CC=2)C=CC=CC=1.[CH3:29][N:30]1[CH2:35][CH2:34][N:33]([CH2:36][CH2:37]O)[CH2:32][CH2:31]1.N(C(OC(C)C)=O)=NC(OC(C)C)=O. The catalyst is C(Cl)Cl. The product is [Br:1][C:2]1[CH:7]=[CH:6][C:5]([O:8][CH2:37][CH2:36][N:33]2[CH2:34][CH2:35][N:30]([CH3:29])[CH2:31][CH2:32]2)=[CH:4][C:3]=1[F:9]. The yield is 0.330.